This data is from Forward reaction prediction with 1.9M reactions from USPTO patents (1976-2016). The task is: Predict the product of the given reaction. (1) The product is: [CH3:1][O:2][C:3](=[O:29])[CH2:4][C:5]1[CH:6]=[C:7]([Cl:28])[CH:8]=[C:9]([O:11][C:12]2[CH:17]=[CH:16][C:15]([NH2:18])=[CH:14][C:13]=2[CH2:21][S:22][CH2:23][C:24]([F:26])([F:27])[F:25])[CH:10]=1. Given the reactants [CH3:1][O:2][C:3](=[O:29])[CH2:4][C:5]1[CH:10]=[C:9]([O:11][C:12]2[CH:17]=[CH:16][C:15]([N+:18]([O-])=O)=[CH:14][C:13]=2[CH2:21][S:22][CH2:23][C:24]([F:27])([F:26])[F:25])[CH:8]=[C:7]([Cl:28])[CH:6]=1.CN(C)N.C, predict the reaction product. (2) Given the reactants [I:1][C:2]1[CH:7]=[CH:6][C:5](C(=O)C)=[CH:4][CH:3]=1.C(O[CH:14]([O:18][CH2:19][CH3:20])[O:15][CH2:16][CH3:17])C.[C:21]([O-])(O)=O.[Na+], predict the reaction product. The product is: [CH2:19]([O:18][C:14]([C:5]1[CH:6]=[CH:7][C:2]([I:1])=[CH:3][CH:4]=1)([O:15][CH2:16][CH3:17])[CH3:21])[CH3:20].